From a dataset of Peptide-MHC class I binding affinity with 185,985 pairs from IEDB/IMGT. Regression. Given a peptide amino acid sequence and an MHC pseudo amino acid sequence, predict their binding affinity value. This is MHC class I binding data. (1) The peptide sequence is KTPVIVVPV. The MHC is Mamu-A02 with pseudo-sequence Mamu-A02. The binding affinity (normalized) is 0. (2) The peptide sequence is LISIFLHLV. The MHC is HLA-A30:01 with pseudo-sequence HLA-A30:01. The binding affinity (normalized) is 0.346. (3) The peptide sequence is FTTNIWMKF. The MHC is HLA-A01:01 with pseudo-sequence HLA-A01:01. The binding affinity (normalized) is 0.210. (4) The peptide sequence is SSASDSDMEV. The MHC is Mamu-A01 with pseudo-sequence Mamu-A01. The binding affinity (normalized) is 0. (5) The peptide sequence is SLFNTIATI. The MHC is HLA-A02:01 with pseudo-sequence HLA-A02:01. The binding affinity (normalized) is 0.414.